Dataset: Catalyst prediction with 721,799 reactions and 888 catalyst types from USPTO. Task: Predict which catalyst facilitates the given reaction. The catalyst class is: 1. Product: [Br:1][C:2]1[CH:3]=[C:4]([N:24]2[CH2:28][CH2:27][C@H:26]([NH:29][C:30](=[O:36])[O:31][C:32]([CH3:33])([CH3:35])[CH3:34])[CH2:25]2)[CH:5]=[CH:6][C:7]=1[N:8]([CH2:44][O:43][CH2:42][CH2:41][Si:40]([CH3:47])([CH3:46])[CH3:39])[C:9]([C:11]1[S:12][C:13]([C:16]2[CH:17]=[CH:18][C:19]([O:22][CH3:23])=[CH:20][CH:21]=2)=[CH:14][CH:15]=1)=[O:10]. Reactant: [Br:1][C:2]1[CH:3]=[C:4]([N:24]2[CH2:28][CH2:27][C@H:26]([NH:29][C:30](=[O:36])[O:31][C:32]([CH3:35])([CH3:34])[CH3:33])[CH2:25]2)[CH:5]=[CH:6][C:7]=1[NH:8][C:9]([C:11]1[S:12][C:13]([C:16]2[CH:21]=[CH:20][C:19]([O:22][CH3:23])=[CH:18][CH:17]=2)=[CH:14][CH:15]=1)=[O:10].[H-].[Na+].[CH3:39][Si:40]([CH3:47])([CH3:46])[CH2:41][CH2:42][O:43][CH2:44]Cl.